From a dataset of NCI-60 drug combinations with 297,098 pairs across 59 cell lines. Regression. Given two drug SMILES strings and cell line genomic features, predict the synergy score measuring deviation from expected non-interaction effect. (1) Drug 1: COC1=CC(=CC(=C1O)OC)C2C3C(COC3=O)C(C4=CC5=C(C=C24)OCO5)OC6C(C(C7C(O6)COC(O7)C8=CC=CS8)O)O. Drug 2: CC(C)CN1C=NC2=C1C3=CC=CC=C3N=C2N. Cell line: MDA-MB-231. Synergy scores: CSS=29.2, Synergy_ZIP=-6.83, Synergy_Bliss=-2.39, Synergy_Loewe=-11.9, Synergy_HSA=-2.03. (2) Drug 1: C1CN1P(=S)(N2CC2)N3CC3. Drug 2: CS(=O)(=O)OCCCCOS(=O)(=O)C. Cell line: UACC62. Synergy scores: CSS=15.1, Synergy_ZIP=-5.14, Synergy_Bliss=2.46, Synergy_Loewe=-3.41, Synergy_HSA=2.44. (3) Synergy scores: CSS=6.96, Synergy_ZIP=0.399, Synergy_Bliss=0.534, Synergy_Loewe=-0.382, Synergy_HSA=0.127. Drug 1: CC12CCC3C(C1CCC2=O)CC(=C)C4=CC(=O)C=CC34C. Drug 2: C#CCC(CC1=CN=C2C(=N1)C(=NC(=N2)N)N)C3=CC=C(C=C3)C(=O)NC(CCC(=O)O)C(=O)O. Cell line: HOP-92. (4) Drug 1: CCCCC(=O)OCC(=O)C1(CC(C2=C(C1)C(=C3C(=C2O)C(=O)C4=C(C3=O)C=CC=C4OC)O)OC5CC(C(C(O5)C)O)NC(=O)C(F)(F)F)O. Drug 2: CC(C)(C#N)C1=CC(=CC(=C1)CN2C=NC=N2)C(C)(C)C#N. Cell line: HOP-62. Synergy scores: CSS=38.1, Synergy_ZIP=-2.23, Synergy_Bliss=-6.79, Synergy_Loewe=-13.8, Synergy_HSA=-11.3. (5) Synergy scores: CSS=-1.09, Synergy_ZIP=1.49, Synergy_Bliss=2.45, Synergy_Loewe=-2.10, Synergy_HSA=-1.58. Drug 1: CCC1(CC2CC(C3=C(CCN(C2)C1)C4=CC=CC=C4N3)(C5=C(C=C6C(=C5)C78CCN9C7C(C=CC9)(C(C(C8N6C)(C(=O)OC)O)OC(=O)C)CC)OC)C(=O)OC)O.OS(=O)(=O)O. Drug 2: C1=NNC2=C1C(=O)NC=N2. Cell line: NCI-H460. (6) Drug 1: CC1=C(C=C(C=C1)C(=O)NC2=CC(=CC(=C2)C(F)(F)F)N3C=C(N=C3)C)NC4=NC=CC(=N4)C5=CN=CC=C5. Drug 2: C1C(C(OC1N2C=NC3=C2NC=NCC3O)CO)O. Cell line: BT-549. Synergy scores: CSS=-6.97, Synergy_ZIP=2.28, Synergy_Bliss=0.578, Synergy_Loewe=-8.59, Synergy_HSA=-7.78. (7) Drug 1: CCN(CC)CCNC(=O)C1=C(NC(=C1C)C=C2C3=C(C=CC(=C3)F)NC2=O)C. Drug 2: B(C(CC(C)C)NC(=O)C(CC1=CC=CC=C1)NC(=O)C2=NC=CN=C2)(O)O. Cell line: A498. Synergy scores: CSS=43.9, Synergy_ZIP=-0.665, Synergy_Bliss=-2.49, Synergy_Loewe=-20.8, Synergy_HSA=-3.07.